From a dataset of Forward reaction prediction with 1.9M reactions from USPTO patents (1976-2016). Predict the product of the given reaction. Given the reactants [C:1]1([C:7]2[CH:8]=[N:9][C:10]3[C:15]([C:16]=2O)=[CH:14][CH:13]=[CH:12][C:11]=3[C:18]([F:21])([F:20])[F:19])[CH:6]=[CH:5][CH:4]=[CH:3][CH:2]=1.BrC1C=N[C:26]2[C:31](C=1O)=[CH:30][CH:29]=[CH:28][C:27]=2C(F)(F)F.C1(B(O)O)C=CC=CC=1.C([O-])(O)=O.[Na+], predict the reaction product. The product is: [C:1]1([C:7]2[CH:8]=[N:9][C:10]3[C:15]([C:16]=2[C:26]2[CH:31]=[CH:30][CH:29]=[CH:28][CH:27]=2)=[CH:14][CH:13]=[CH:12][C:11]=3[C:18]([F:21])([F:20])[F:19])[CH:6]=[CH:5][CH:4]=[CH:3][CH:2]=1.